Dataset: Full USPTO retrosynthesis dataset with 1.9M reactions from patents (1976-2016). Task: Predict the reactants needed to synthesize the given product. Given the product [Br:21][C:20]([Br:24])=[CH:34][CH:33]1[CH2:36][CH2:37][CH2:38][N:32]1[C:30]([O:29][C:25]([CH3:26])([CH3:28])[CH3:27])=[O:31], predict the reactants needed to synthesize it. The reactants are: C1(P(C2C=CC=CC=2)C2C=CC=CC=2)C=CC=CC=1.[C:20]([Br:24])(Br)(Br)[Br:21].[C:25]([O:29][C:30]([N:32]1[CH2:38][CH2:37][CH2:36][C@@H:33]1[CH:34]=O)=[O:31])([CH3:28])([CH3:27])[CH3:26].